This data is from Peptide-MHC class I binding affinity with 185,985 pairs from IEDB/IMGT. The task is: Regression. Given a peptide amino acid sequence and an MHC pseudo amino acid sequence, predict their binding affinity value. This is MHC class I binding data. The peptide sequence is RAWGRRLMI. The MHC is HLA-A02:12 with pseudo-sequence HLA-A02:12. The binding affinity (normalized) is 0.125.